Predict the reaction yield, written as a fraction of the theoretical maximum amount of product (1.0 means a 100% yield; for example, 0.34 means a 34% yield). From a dataset of Reaction yield outcomes from USPTO patents with 853,638 reactions. The reactants are [C:1]([O:6][CH3:7])(=[O:5])[C@H:2]([CH3:4])[OH:3].C1(C)C=CC(S([O-])(=O)=O)=CC=1.[NH+]1C=CC=CC=1.ClC[C:27]([O:29][CH2:30]OC)=C.C(=O)([O-])O.[Na+]. The catalyst is C1(C(F)(F)F)C=CC=CC=1. The product is [CH3:27][O:29][CH2:30][O:3][C@@H:2]([CH3:4])[C:1]([O:6][CH3:7])=[O:5]. The yield is 0.840.